The task is: Predict the product of the given reaction.. This data is from Forward reaction prediction with 1.9M reactions from USPTO patents (1976-2016). (1) The product is: [F:32][C:33]1[CH:34]=[CH:35][C:36]([N:39]2[CH2:44][CH2:43][N:42]([C:60]([C:59]3[CH:58]=[C:57]([CH:65]=[CH:64][CH:63]=3)[CH2:56][C:49]3[C:50]4[C:55](=[CH:54][CH:53]=[CH:52][CH:51]=4)[C:46](=[O:45])[NH:47][N:48]=3)=[O:61])[CH2:41][CH2:40]2)=[CH:37][CH:38]=1. Given the reactants F[B-](F)(F)F.N1(OC(N(C)C)=[N+](C)C)C2C=CC=CC=2N=N1.C(N(C(C)C)CC)(C)C.[F:32][C:33]1[CH:38]=[CH:37][C:36]([N:39]2[CH2:44][CH2:43][NH:42][CH2:41][CH2:40]2)=[CH:35][CH:34]=1.[O:45]=[C:46]1[C:55]2[C:50](=[CH:51][CH:52]=[CH:53][CH:54]=2)[C:49]([CH2:56][C:57]2[CH:58]=[C:59]([CH:63]=[CH:64][CH:65]=2)[C:60](O)=[O:61])=[N:48][NH:47]1, predict the reaction product. (2) Given the reactants [Cl:1][C:2]1[C:7]([C:8]([F:11])([F:10])[F:9])=[CH:6][CH:5]=[CH:4][C:3]=1[C:12]([N:14]1[CH2:19][CH2:18][N:17]([CH2:20][CH3:21])[C:16](=[O:22])[CH2:15]1)=[O:13].Cl.BrCC1[CH:31]=[CH:30][N:29]=[CH:28][CH:27]=1, predict the reaction product. The product is: [Cl:1][C:2]1[C:7]([C:8]([F:11])([F:9])[F:10])=[CH:6][CH:5]=[CH:4][C:3]=1[C:12]([N:14]1[CH2:19][CH2:18][N:17]([CH2:20][C:21]2[CH:31]=[CH:30][N:29]=[CH:28][CH:27]=2)[C:16](=[O:22])[CH2:15]1)=[O:13].